This data is from Forward reaction prediction with 1.9M reactions from USPTO patents (1976-2016). The task is: Predict the product of the given reaction. Given the reactants I[C:2]1[C:6]([CH:7]=[O:8])=[CH:5][N:4]([CH2:9][O:10][CH2:11][CH2:12][Si:13]([CH3:16])([CH3:15])[CH3:14])[N:3]=1.[Br:17][C:18]1[CH:23]=[C:22]([F:24])[C:21]([F:25])=[CH:20][C:19]=1B(O)O.C([O-])([O-])=O.[K+].[K+], predict the reaction product. The product is: [Br:17][C:18]1[CH:23]=[C:22]([F:24])[C:21]([F:25])=[CH:20][C:19]=1[C:2]1[C:6]([CH:7]=[O:8])=[CH:5][N:4]([CH2:9][O:10][CH2:11][CH2:12][Si:13]([CH3:16])([CH3:15])[CH3:14])[N:3]=1.